The task is: Predict which catalyst facilitates the given reaction.. This data is from Catalyst prediction with 721,799 reactions and 888 catalyst types from USPTO. (1) Reactant: [CH3:1][N:2]([CH2:12][CH2:13][OH:14])[C:3]1[CH:8]=[CH:7][C:6]([N+:9]([O-])=O)=[CH:5][CH:4]=1. Product: [NH2:9][C:6]1[CH:5]=[CH:4][C:3]([N:2]([CH3:1])[CH2:12][CH2:13][OH:14])=[CH:8][CH:7]=1. The catalyst class is: 29. (2) Reactant: C(NC(C)C)(C)C.[Li]CCCC.[C:13]([NH:17][C:18](=[O:20])[OH:19])([CH3:16])([CH3:15])[CH3:14].[CH:21]1([S:24]([NH2:27])(=[O:26])=[O:25])[CH2:23][CH2:22]1.Br[CH2:29][CH2:30][CH2:31][CH2:32][CH2:33][CH2:34][CH2:35][CH2:36][CH2:37][CH2:38][CH2:39][CH2:40][O:41][Si:42]([C:45]([CH3:48])([CH3:47])[CH3:46])([CH3:44])[CH3:43].[NH4+].[Cl-]. Product: [C:13]([NH:17][C:18](=[O:19])[OH:20])([CH3:16])([CH3:15])[CH3:14].[C:45]([Si:42]([CH3:43])([CH3:44])[O:41][CH2:40][CH2:39][CH2:38][CH2:37][CH2:36][CH2:35][CH2:34][CH2:33][CH2:32][CH2:31][CH2:30][CH2:29][C:21]1([S:24]([NH2:27])(=[O:26])=[O:25])[CH2:23][CH2:22]1)([CH3:48])([CH3:47])[CH3:46]. The catalyst class is: 1. (3) Reactant: [CH3:1][N:2]1[C:6](=[O:7])[C:5]([CH3:9])([CH3:8])[NH:4][C:3]1=[O:10].C(O[I:15](C1C=CC=CC=1)OC(=O)C)(=O)C.II. Product: [I:15][N:4]1[C:5]([CH3:9])([CH3:8])[C:6](=[O:7])[N:2]([CH3:1])[C:3]1=[O:10]. The catalyst class is: 11.